Task: Binary Classification. Given a miRNA mature sequence and a target amino acid sequence, predict their likelihood of interaction.. Dataset: Experimentally validated miRNA-target interactions with 360,000+ pairs, plus equal number of negative samples (1) The miRNA is hsa-miR-548x-3p with sequence UAAAAACUGCAAUUACUUUC. The protein sequence of the target gene is MDEEESTERQMQIAMLCQKLAMMKQLFNEDDTDYINQAISSNSPDTCRTFLSNLEKKGNPQADPSLLSKLMDSYTRVFSSMPLGKYSQNESYAKMLVRFAELKAIQDVNDAQTSFDIARSHCKDFAFVHVAYAQFELLQGNMKKCTMILQKAFEMNAKPRHVLEAAVRNLKTGKRQLLSHEDKENLSVSALDHTQGSRRSDGTCELKPSNTFLHSDQKFSPQEENGPVWRTGSQHRRTAMAERVPMVPLSIPENETSDSDCAQKAEAPFTHSSGFSRQTSGSSVRSAFSLCSSKKGTPDG.... Result: 0 (no interaction). (2) The miRNA is cel-miR-37-3p with sequence UCACCGGGUGAACACUUGCAGU. The protein sequence of the target gene is MSDSGSYGQSGGEQQSYSTYGNPGSQGYGQASQSYSGYGQTTDSSYGQNYSGYSSYGQSQSGYSQSYGGYENQKQSSYSQQPYNNQGQQQNMESSGSQGGRAPSYDQPDYGQQDSYDQQSGYDQHQGSYDEQSNYDQQHDSYSQNQQSYHSQRENYSHHTQDDRRDVSRYGEDNRGYGGSQGGGRGRGGYDKDGRGPMTGSSGGDRGGFKNFGGHRDYGPRTDADSESDNSDNNTIFVQGLGEGVSTDQVGEFFKQIGIIKTNKKTGKPMINLYTDKDTGKPKGEATVSFDDPPSAKAAI.... Result: 0 (no interaction). (3) The miRNA is hsa-miR-205-5p with sequence UCCUUCAUUCCACCGGAGUCUG. The protein sequence of the target gene is MASKKREVQLQTVINNQSLWDEMLQNKGLTVIDVYQAWCGPCRAMQPLFRKLKNELNEDEILHFAVAEADNIVTLQPFRDKCEPVFLFSVNGKIIEKIQGANAPLVNKKVINLIDEERKIAAGEMARPQYPEIPLVDSDSEVSEESPCESVQELYSIAIIKPDAVISKKVLEIKRKITKAGFIIEAEHKTVLTEEQVVNFYSRIADQCDFEEFVSFMTSGLSYILVVSQGSKHNPPSEETEPQTDTEPNERSEDQPEVEAQVTPGMMKNKQDSLQEYLERQHLAQLCDIEEDAANVAKFM.... Result: 0 (no interaction). (4) The miRNA is hsa-miR-7108-3p with sequence ACCCGCCCGUCUCCCCACAG. The protein sequence of the target gene is MATASPAADGGRGRPWEGGLVSWPPAPPLTLPWTWMGPSWGQHPGHWGFPALTEPSASPAAGLGIFEVRRVLDASGCSMLAPLQTGAARFSSYLLSRARKVLGSHLFSPCGVPEFCSISTRKLAAHGFGASMAAMVSFPPQRYHYFLVLDFEATCDKPQIHPQEIIEFPILKLNGRTMEIESTFHMYVQPVVHPQLTPFCTELTGIIQAMVDGQPSLQQVLERVDEWMAKEGLLDPNVKSIFVTCGDWDLKVMLPGQCQYLGLPVADYFKQWINLKKAYSFAMGCWPKNGLLDMNKGLSL.... Result: 0 (no interaction).